Task: Predict which catalyst facilitates the given reaction.. Dataset: Catalyst prediction with 721,799 reactions and 888 catalyst types from USPTO (1) Reactant: [NH2:1][C:2]1[C:7]([C:8]([O:10][CH3:11])=[O:9])=[C:6]([F:12])[C:5]([O:13][CH3:14])=[CH:4][CH:3]=1.[CH3:15]OC(OC)OC.[N-:22]=[N+:23]=[N-:24].[Na+]. Product: [F:12][C:6]1[C:5]([O:13][CH3:14])=[CH:4][CH:3]=[C:2]([N:1]2[CH:15]=[N:24][N:23]=[N:22]2)[C:7]=1[C:8]([O:10][CH3:11])=[O:9]. The catalyst class is: 52. (2) Reactant: Cl.[NH2:2][C:3]1[C:4]([OH:19])=[C:5]([C:10]2[CH:15]=[CH:14][CH:13]=[C:12]([C:16]([OH:18])=[O:17])[CH:11]=2)[CH:6]=[C:7]([CH3:9])[CH:8]=1.[N:20]([O-])=O.[Na+].[CH3:24][C:25]1[CH2:26][C:27](=[O:43])[N:28]([C:30]2[CH:31]=[C:32]3[C:36](=[CH:37][CH:38]=2)[C:35]([CH3:40])([CH3:39])[CH2:34][C:33]3([CH3:42])[CH3:41])[N:29]=1.C(=O)(O)[O-].[Na+]. Product: [OH:19][C:4]1[C:3]([NH:2][N:20]=[C:26]2[C:27](=[O:43])[N:28]([C:30]3[CH:31]=[C:32]4[C:36](=[CH:37][CH:38]=3)[C:35]([CH3:40])([CH3:39])[CH2:34][C:33]4([CH3:42])[CH3:41])[N:29]=[C:25]2[CH3:24])=[CH:8][C:7]([CH3:9])=[CH:6][C:5]=1[C:10]1[CH:15]=[CH:14][CH:13]=[C:12]([C:16]([OH:18])=[O:17])[CH:11]=1. The catalyst class is: 33. (3) Reactant: Br[C@H:2]1[CH2:22][N:5]2[C:6](=[O:21])[N:7]([C:9]3[CH:14]=[CH:13][C:12]([O:15][CH2:16][C:17]([F:20])([F:19])[F:18])=[CH:11][CH:10]=3)[CH2:8][C@H:4]2[CH2:3]1.C([O-])([O-])=O.[K+].[K+].[Cl:29][C:30]1[CH:35]=[CH:34][CH:33]=[CH:32][C:31]=1[S:36]([NH2:39])(=[O:38])=[O:37]. Product: [Cl:29][C:30]1[CH:35]=[CH:34][CH:33]=[CH:32][C:31]=1[S:36]([NH:39][C@@H:2]1[CH2:22][N:5]2[C:6](=[O:21])[N:7]([C:9]3[CH:14]=[CH:13][C:12]([O:15][CH2:16][C:17]([F:20])([F:19])[F:18])=[CH:11][CH:10]=3)[CH2:8][C@H:4]2[CH2:3]1)(=[O:38])=[O:37]. The catalyst class is: 3. (4) Reactant: [NH2:1][C:2]1[C:7](=[O:8])[N:6]([CH3:9])[CH:5]=[C:4]([C:10]2[CH:15]=[CH:14][N:13]=[C:12]([N:16]3[N:25]=[CH:24][C:23]4[C:18](=[C:19]([F:30])[CH:20]=[C:21]([C:26]([CH3:29])([CH3:28])[CH3:27])[CH:22]=4)[C:17]3=[O:31])[C:11]=2[CH2:32][OH:33])[CH:3]=1.[F:34][C@H:35]1[CH2:37][C@H:36]1[C:38](O)=[O:39].CN(C(ON1N=NC2C=CC=NC1=2)=[N+](C)C)C.F[P-](F)(F)(F)(F)F.C(N(CC)C(C)C)(C)C. Product: [C:26]([C:21]1[CH:22]=[C:23]2[C:18](=[C:19]([F:30])[CH:20]=1)[C:17](=[O:31])[N:16]([C:12]1[C:11]([CH2:32][OH:33])=[C:10]([C:4]3[CH:3]=[C:2]([NH:1][C:38]([C@@H:36]4[CH2:37][C@@H:35]4[F:34])=[O:39])[C:7](=[O:8])[N:6]([CH3:9])[CH:5]=3)[CH:15]=[CH:14][N:13]=1)[N:25]=[CH:24]2)([CH3:29])([CH3:27])[CH3:28]. The catalyst class is: 3.